Dataset: Catalyst prediction with 721,799 reactions and 888 catalyst types from USPTO. Task: Predict which catalyst facilitates the given reaction. (1) Reactant: [C:1]([O:5][C:6]([NH:8][C@H:9]([C:11](N(OC)C)=[O:12])[CH3:10])=[O:7])([CH3:4])([CH3:3])[CH3:2].[CH3:17][Mg+].[Br-]. Product: [O:12]=[C:11]([CH3:17])[CH:9]([NH:8][C:6](=[O:7])[O:5][C:1]([CH3:2])([CH3:3])[CH3:4])[CH3:10]. The catalyst class is: 1. (2) Reactant: [NH2:1][C:2]1[CH:19]=[CH:18][C:5]([O:6][C:7]2[CH:12]=[CH:11][N:10]=[C:9]3[NH:13][CH:14]=[C:15]([C:16]#[N:17])[C:8]=23)=[C:4]([F:20])[CH:3]=1.Cl[C:22]1[CH:27]=[CH:26][N:25]=[C:24]([NH2:28])[N:23]=1.Cl.[OH-].[Na+]. Product: [NH2:28][C:24]1[N:25]=[C:26]([NH:1][C:2]2[CH:19]=[CH:18][C:5]([O:6][C:7]3[CH:12]=[CH:11][N:10]=[C:9]4[NH:13][CH:14]=[C:15]([C:16]#[N:17])[C:8]=34)=[C:4]([F:20])[CH:3]=2)[CH:27]=[CH:22][N:23]=1. The catalyst class is: 97. (3) Reactant: [NH2:1][C:2]1[CH:7]=[CH:6][CH:5]=[CH:4][N:3]=1.[H-].[Na+].Br[C:11]1[S:12][C:13](/[CH:16]=[CH:17]/[C:18]2[O:19][C:20]([C:23]([CH3:26])([CH3:25])[CH3:24])=[CH:21][N:22]=2)=[CH:14][N:15]=1. Product: [C:23]([C:20]1[O:19][C:18](/[CH:17]=[CH:16]/[C:13]2[S:12][C:11]([N:3]3[CH:4]=[CH:5][CH:6]=[CH:7][CH:2]3[NH2:1])=[N:15][CH:14]=2)=[N:22][CH:21]=1)([CH3:26])([CH3:24])[CH3:25]. The catalyst class is: 1. (4) Reactant: C(OC(=O)[NH:7][CH2:8][CH2:9][NH:10][C:11]1[N:20]=[C:19]([N:21]([C:23]2[CH:28]=[CH:27][C:26]([O:29][CH3:30])=[CH:25][CH:24]=2)[CH3:22])[C:18]2[C:13](=[CH:14][CH:15]=[C:16]([O:31][CH3:32])[CH:17]=2)[N:12]=1)(C)(C)C.ClC1N=C(N(C2C=CC(OC)=CC=2)C)C2C(=CC=C(OC)C=2)N=1.C(OC(=O)NCCN)(C)(C)C.C(N(C(C)C)CC)(C)C. Product: [NH2:7][CH2:8][CH2:9][NH:10][C:11]1[N:20]=[C:19]([N:21]([C:23]2[CH:24]=[CH:25][C:26]([O:29][CH3:30])=[CH:27][CH:28]=2)[CH3:22])[C:18]2[C:13](=[CH:14][CH:15]=[C:16]([O:31][CH3:32])[CH:17]=2)[N:12]=1. The catalyst class is: 114. (5) Reactant: [Cl:1][C:2]1[CH:7]=[CH:6][CH:5]=[C:4]([Cl:8])[C:3]=1[CH2:9][S:10]([C:13]1[CH:14]=[C:15]2[C:19](=[CH:20][CH:21]=1)[NH:18][C:17](=[O:22])/[C:16]/2=[CH:23]\[C:24]1[NH:28][C:27]([CH3:29])=[C:26]([C:30]([OH:32])=O)[C:25]=1[CH3:33])(=[O:12])=[O:11].C1C=CC2N(O)N=NC=2C=1.CCN=C=NCCCN(C)C.Cl.[NH2:56][C:57]([CH2:62][OH:63])([CH2:60][OH:61])[CH2:58][OH:59]. Product: [OH:59][CH2:58][C:57]([NH:56][C:30]([C:26]1[C:25]([CH3:33])=[C:24](/[CH:23]=[C:16]2\[C:17](=[O:22])[NH:18][C:19]3[C:15]\2=[CH:14][C:13]([S:10]([CH2:9][C:3]2[C:2]([Cl:1])=[CH:7][CH:6]=[CH:5][C:4]=2[Cl:8])(=[O:11])=[O:12])=[CH:21][CH:20]=3)[NH:28][C:27]=1[CH3:29])=[O:32])([CH2:62][OH:63])[CH2:60][OH:61]. The catalyst class is: 3. (6) Reactant: O=[C:2]1[N:7]([CH2:8][C:9]2[CH:14]=[CH:13][CH:12]=[CH:11][CH:10]=2)[CH2:6][C:5](=O)[N:4]2[CH2:16][CH2:17][CH2:18][C:3]12[C:19](OCC)=[O:20].[H-].[Al+3].[Li+].[H-].[H-].[H-].O.[OH-].[Na+]. Product: [C:9]1([CH2:8][N:7]2[CH2:6][CH2:5][N:4]3[CH2:16][CH2:17][CH2:18][C:3]3([CH2:19][OH:20])[CH2:2]2)[CH:10]=[CH:11][CH:12]=[CH:13][CH:14]=1. The catalyst class is: 1.